From a dataset of Catalyst prediction with 721,799 reactions and 888 catalyst types from USPTO. Predict which catalyst facilitates the given reaction. (1) Reactant: [Cl:1][C:2]1[CH:31]=[CH:30][C:5]([O:6][CH2:7][CH2:8][N:9]2[C:17]3[CH:16]=[CH:15][CH:14]=[CH:13][C:12]=3[C:11]3[CH2:18][CH2:19][N:20](C(OC(C)(C)C)=O)[CH2:21][CH2:22][C:10]2=3)=[CH:4][CH:3]=1.C(C(O)=O)(F)(F)F. Product: [ClH:1].[CH2:18]1[C:11]2[C:12]3[CH:13]=[CH:14][CH:15]=[CH:16][C:17]=3[N:9]([CH2:8][CH2:7][O:6][C:5]3[CH:4]=[CH:3][C:2]([Cl:1])=[CH:31][CH:30]=3)[C:10]=2[CH2:22][CH2:21][NH:20][CH2:19]1. The catalyst class is: 2. (2) Reactant: [N+:1]([C:4]1[CH:13]=[CH:12][CH:11]=[C:10]2[C:5]=1[CH:6]=[CH:7][CH:8]=[C:9]2[C:14]([O:16][CH2:17][CH3:18])=[O:15])([O-])=O.O1CCCC1. Product: [NH2:1][C:4]1[CH:13]=[CH:12][CH:11]=[C:10]2[C:5]=1[CH:6]=[CH:7][CH:8]=[C:9]2[C:14]([O:16][CH2:17][CH3:18])=[O:15]. The catalyst class is: 29.